Predict which catalyst facilitates the given reaction. From a dataset of Catalyst prediction with 721,799 reactions and 888 catalyst types from USPTO. (1) Reactant: [N:1]1([C:5]2[N:10]=[CH:9][C:8]([NH:11][C:12](=[O:20])OC3C=CC=CC=3)=[CH:7][CH:6]=2)[CH2:4][CH2:3][CH2:2]1.[Cl:21][C:22]1[CH:23]=[C:24]([N:28]2[C:32]([CH2:33][NH2:34])=[CH:31][C:30]([C:35]([F:38])([F:37])[F:36])=[N:29]2)[CH:25]=[CH:26][CH:27]=1.C(N(CC)CC)C. Product: [N:1]1([C:5]2[N:10]=[CH:9][C:8]([NH:11][C:12]([NH:34][CH2:33][C:32]3[N:28]([C:24]4[CH:25]=[CH:26][CH:27]=[C:22]([Cl:21])[CH:23]=4)[N:29]=[C:30]([C:35]([F:38])([F:37])[F:36])[CH:31]=3)=[O:20])=[CH:7][CH:6]=2)[CH2:2][CH2:3][CH2:4]1. The catalyst class is: 58. (2) Product: [ClH:39].[O:38]=[S:2]1(=[O:1])[CH2:6][CH2:5][CH2:4][N:3]1[C:7]1[CH:12]=[C:11]([N:13]2[CH2:17][CH2:16][CH2:15][S:14]2(=[O:19])=[O:18])[CH:10]=[CH:9][C:8]=1[C:20]([N:22]1[CH2:23][CH2:24][N:25]([C:28]2[C:33]([CH:34]3[CH2:36][CH2:35]3)=[CH:32][C:31]([CH3:37])=[CH:30][N:29]=2)[CH2:26][CH2:27]1)=[O:21]. Reactant: [O:1]=[S:2]1(=[O:38])[CH2:6][CH2:5][CH2:4][N:3]1[C:7]1[CH:12]=[C:11]([N:13]2[CH2:17][CH2:16][CH2:15][S:14]2(=[O:19])=[O:18])[CH:10]=[CH:9][C:8]=1[C:20]([N:22]1[CH2:27][CH2:26][N:25]([C:28]2[C:33]([CH:34]3[CH2:36][CH2:35]3)=[CH:32][C:31]([CH3:37])=[CH:30][N:29]=2)[CH2:24][CH2:23]1)=[O:21].[ClH:39].C(OCC)(=O)C. The catalyst class is: 13. (3) Reactant: [NH2:1][C@H:2]1[C:11]2[C:6](=[CH:7][CH:8]=[CH:9][CH:10]=2)[N:5]([C:12]([C:14]2[CH:19]=[CH:18][C:17]([O:20][CH3:21])=[CH:16][CH:15]=2)=[O:13])[C@@H:4]([CH3:22])[CH2:3]1.[CH:23](=O)[CH3:24].C(O[BH-](OC(=O)C)OC(=O)C)(=O)C.[Na+].C(N(CC)C(C)C)(C)C.[Cl:49][C:50]1[CH:58]=[CH:57][C:53]([C:54](Cl)=[O:55])=[CH:52][CH:51]=1. Product: [Cl:49][C:50]1[CH:58]=[CH:57][C:53]([C:54]([N:1]([CH2:23][CH3:24])[C@H:2]2[C:11]3[C:6](=[CH:7][CH:8]=[CH:9][CH:10]=3)[N:5]([C:12](=[O:13])[C:14]3[CH:15]=[CH:16][C:17]([O:20][CH3:21])=[CH:18][CH:19]=3)[C@@H:4]([CH3:22])[CH2:3]2)=[O:55])=[CH:52][CH:51]=1. The catalyst class is: 4. (4) Reactant: [N+:1]([C:4]1[CH:9]=[CH:8][C:7]([N:10]2[CH2:15][CH2:14][N:13]([C:16]([O:18][C:19]([CH3:22])([CH3:21])[CH3:20])=[O:17])[CH2:12][CH2:11]2)=[CH:6][CH:5]=1)([O-])=O.[H][H]. Product: [NH2:1][C:4]1[CH:9]=[CH:8][C:7]([N:10]2[CH2:15][CH2:14][N:13]([C:16]([O:18][C:19]([CH3:22])([CH3:21])[CH3:20])=[O:17])[CH2:12][CH2:11]2)=[CH:6][CH:5]=1. The catalyst class is: 29. (5) Reactant: Cl[C:2]1[C:3]2[C@:10]3([CH2:25][C:13]4=[N:14][CH:15]=[C:16]([C:18]([O:20][C:21]([CH3:24])([CH3:23])[CH3:22])=[O:19])[CH:17]=[C:12]4[CH2:11]3)[C:9](=[O:26])[NH:8][C:4]=2[N:5]=[CH:6][N:7]=1.C(N(CC)CC)C.[H][H]. Product: [O:26]=[C:9]1[NH:8][C:4]2[N:5]=[CH:6][N:7]=[CH:2][C:3]=2[C@@:10]21[CH2:25][C:13]1=[N:14][CH:15]=[C:16]([C:18]([O:20][C:21]([CH3:23])([CH3:22])[CH3:24])=[O:19])[CH:17]=[C:12]1[CH2:11]2. The catalyst class is: 78.